From a dataset of Forward reaction prediction with 1.9M reactions from USPTO patents (1976-2016). Predict the product of the given reaction. Given the reactants Br[C:2]1[C:3]([CH3:15])=[C:4]([CH3:14])[C:5]2[O:9][C:8]([CH3:11])([CH3:10])[CH2:7][C:6]=2[C:12]=1[CH3:13].[CH3:16][O:17][C:18]1[CH:23]=[CH:22][C:21]([N:24]2[CH2:29][CH2:28][NH:27][CH2:26][CH2:25]2)=[CH:20][CH:19]=1.C1C=CC(P(C2C(C3C(P(C4C=CC=CC=4)C4C=CC=CC=4)=CC=C4C=3C=CC=C4)=C3C(C=CC=C3)=CC=2)C2C=CC=CC=2)=CC=1.CC(C)([O-])C.[Na+], predict the reaction product. The product is: [CH3:16][O:17][C:18]1[CH:19]=[CH:20][C:21]([N:24]2[CH2:29][CH2:28][N:27]([C:2]3[C:3]([CH3:15])=[C:4]([CH3:14])[C:5]4[O:9][C:8]([CH3:11])([CH3:10])[CH2:7][C:6]=4[C:12]=3[CH3:13])[CH2:26][CH2:25]2)=[CH:22][CH:23]=1.